From a dataset of Reaction yield outcomes from USPTO patents with 853,638 reactions. Predict the reaction yield, written as a fraction of the theoretical maximum amount of product (1.0 means a 100% yield; for example, 0.34 means a 34% yield). (1) The yield is 0.680. The reactants are [Cl:1][C:2]1[CH:34]=[CH:33][CH:32]=[CH:31][C:3]=1[C:4]([NH:6]C(=O)NC1SC2C=C(S(CCNCC3CCCO3)(=O)=O)C=CC=2N=1)=[O:5].ClC(O[CH:39]([CH3:41])[CH3:40])=O.[CH3:42][CH2:43]N(C(C)C)C(C)C.N. The product is [Cl:1][C:2]1[CH:34]=[CH:33][C:32]([CH:39]2[CH2:41][CH2:43][CH:42]=[CH:40]2)=[CH:31][C:3]=1[C:4]([NH2:6])=[O:5]. The catalyst is C1COCC1. (2) The reactants are [F:1][C:2]([F:32])([F:31])[C:3]1([CH2:7][N:8]2[CH2:13][CH2:12][CH:11]([CH2:14][O:15][C:16]3[N:21]=[CH:20][C:19]([C:22]4[CH:30]=[CH:29][C:25]([C:26](O)=[O:27])=[CH:24][CH:23]=4)=[CH:18][CH:17]=3)[CH2:10][CH2:9]2)[CH2:6][CH2:5][CH2:4]1.[CH3:33][NH:34][CH3:35].C(Cl)CCl.C1C=CC2N(O)N=NC=2C=1.CCN(C(C)C)C(C)C. The catalyst is CN(C=O)C.O. The product is [CH3:33][N:34]([CH3:35])[C:26](=[O:27])[C:25]1[CH:24]=[CH:23][C:22]([C:19]2[CH:20]=[N:21][C:16]([O:15][CH2:14][CH:11]3[CH2:10][CH2:9][N:8]([CH2:7][C:3]4([C:2]([F:32])([F:31])[F:1])[CH2:6][CH2:5][CH2:4]4)[CH2:13][CH2:12]3)=[CH:17][CH:18]=2)=[CH:30][CH:29]=1. The yield is 0.420. (3) The reactants are [CH2:1]([O:5][C:6]1[C:15]2[N:14]=[CH:13][CH:12]=[CH:11][C:10]=2[C:9]([C:16]([O:18][CH2:19][CH3:20])=[O:17])=[CH:8][CH:7]=1)[CH:2]([CH3:4])[CH3:3].[OH-].[Na+]. The catalyst is C(O)(=O)C.C([BH3-])#N.[Na+].O. The product is [CH2:1]([O:5][C:6]1[C:15]2[NH:14][CH2:13][CH2:12][CH2:11][C:10]=2[C:9]([C:16]([O:18][CH2:19][CH3:20])=[O:17])=[CH:8][CH:7]=1)[CH:2]([CH3:4])[CH3:3]. The yield is 0.600.